From a dataset of Catalyst prediction with 721,799 reactions and 888 catalyst types from USPTO. Predict which catalyst facilitates the given reaction. Reactant: [NH:1]1[C:9]2[C:4](=[CH:5][CH:6]=[CH:7][CH:8]=2)[C:3]([CH2:10][C@H:11]([N:29]2C(=O)C3C(=CC=CC=3)C2=O)[CH2:12][O:13][C:14]2[S:15][C:16]([C:19]3[CH:20]=[C:21]4[C:26](=[CH:27][CH:28]=3)[CH:25]=[N:24][CH:23]=[CH:22]4)=[N:17][N:18]=2)=[CH:2]1.O.O.NN. Product: [NH:1]1[C:9]2[C:4](=[CH:5][CH:6]=[CH:7][CH:8]=2)[C:3]([CH2:10][C@H:11]([NH2:29])[CH2:12][O:13][C:14]2[S:15][C:16]([C:19]3[CH:20]=[C:21]4[C:26](=[CH:27][CH:28]=3)[CH:25]=[N:24][CH:23]=[CH:22]4)=[N:17][N:18]=2)=[CH:2]1. The catalyst class is: 8.